Dataset: Full USPTO retrosynthesis dataset with 1.9M reactions from patents (1976-2016). Task: Predict the reactants needed to synthesize the given product. (1) Given the product [Cl:1][C:2]1[CH:3]=[C:4]([C:13]2[CH:14]=[CH:15][C:16]([OH:22])=[C:17]([C:18]([OH:20])=[O:19])[CH:21]=2)[CH:5]=[CH:6][C:7]=1[F:8], predict the reactants needed to synthesize it. The reactants are: [Cl:1][C:2]1[CH:3]=[C:4](B(O)O)[CH:5]=[CH:6][C:7]=1[F:8].Br[C:13]1[CH:14]=[CH:15][C:16]([OH:22])=[C:17]([CH:21]=1)[C:18]([OH:20])=[O:19].C([O-])([O-])=O.[Na+].[Na+]. (2) Given the product [C:1]([O:5][CH2:6][C:7]1[CH:12]=[CH:11][N:10]=[CH:9][C:8]=1[CH:19]1[CH2:23][CH2:22][CH2:21][N:20]1[CH3:24])([CH3:4])([CH3:3])[CH3:2], predict the reactants needed to synthesize it. The reactants are: [C:1]([O:5][CH2:6][CH:7]1[CH:12]=[CH:11][N:10](C(=O)C(C)(C)C)[CH:9]=[C:8]1[CH:19]1[CH2:23][CH2:22][CH2:21][N:20]1[CH3:24])([CH3:4])([CH3:3])[CH3:2].[S].